The task is: Predict which catalyst facilitates the given reaction.. This data is from Catalyst prediction with 721,799 reactions and 888 catalyst types from USPTO. (1) The catalyst class is: 8. Reactant: [BH4-].[Na+].[NH2:3][C:4]1[N:8]([C:9]2[CH:14]=[CH:13][CH:12]=[C:11]([Br:15])[CH:10]=2)[N:7]=[C:6]([C:16]([O:18][CH2:19][CH3:20])=[O:17])[C:5]=1[S:21]C#N. Product: [NH2:3][C:4]1[N:8]([C:9]2[CH:14]=[CH:13][CH:12]=[C:11]([Br:15])[CH:10]=2)[N:7]=[C:6]([C:16]([O:18][CH2:19][CH3:20])=[O:17])[C:5]=1[S:21][S:21][C:5]1[C:6]([C:16]([O:18][CH2:19][CH3:20])=[O:17])=[N:7][N:8]([C:9]2[CH:14]=[CH:13][CH:12]=[C:11]([Br:15])[CH:10]=2)[C:4]=1[NH2:3]. (2) Reactant: FC(F)(F)C(O)=O.C(O[C:13]([N:15]1[CH2:19][CH2:18][C@@H:17]([C:20]2[CH:25]=[CH:24][C:23]([S:26]([C:29]3[CH:34]=[CH:33][C:32]([O:35][Si:36]([C:39]([CH3:42])([CH3:41])[CH3:40])([CH3:38])[CH3:37])=[CH:31][CH:30]=3)(=[O:28])=[O:27])=[CH:22][CH:21]=2)[CH2:16]1)=O)(C)(C)C.C=O.C([BH3-])#N.[Na+]. Product: [C:39]([Si:36]([CH3:38])([CH3:37])[O:35][C:32]1[CH:31]=[CH:30][C:29]([S:26]([C:23]2[CH:24]=[CH:25][C:20]([C@@H:17]3[CH2:18][CH2:19][N:15]([CH3:13])[CH2:16]3)=[CH:21][CH:22]=2)(=[O:27])=[O:28])=[CH:34][CH:33]=1)([CH3:42])([CH3:41])[CH3:40]. The catalyst class is: 2.